The task is: Predict the reactants needed to synthesize the given product.. This data is from Full USPTO retrosynthesis dataset with 1.9M reactions from patents (1976-2016). Given the product [CH2:12]([O:11][C:9]([N:8]1[C@@H:3]([CH:2]([F:1])[F:23])[CH2:4][CH2:5][C@H:6]([C:19]([OH:21])=[O:20])[CH2:7]1)=[O:10])[C:13]1[CH:14]=[CH:15][CH:16]=[CH:17][CH:18]=1, predict the reactants needed to synthesize it. The reactants are: [F:1][CH:2]([F:23])[C@@H:3]1[N:8]([C:9]([O:11][CH2:12][C:13]2[CH:18]=[CH:17][CH:16]=[CH:15][CH:14]=2)=[O:10])[CH2:7][C@@H:6]([C:19]([O:21]C)=[O:20])[CH2:5][CH2:4]1.O[Li].O.